This data is from Forward reaction prediction with 1.9M reactions from USPTO patents (1976-2016). The task is: Predict the product of the given reaction. (1) Given the reactants Cl[C:2]1[N:3]=[C:4]([NH:18][CH2:19][CH2:20][CH3:21])[C:5]2[N:6]=[C:7]([NH:16][CH3:17])[N:8]=[C:9]([NH:12][CH2:13][CH2:14][CH3:15])[C:10]=2[N:11]=1.[CH3:22][O:23][CH2:24][CH2:25][NH2:26].Cl.C(NC1N=C(NCCC)C2N=C(NCCC)N=C(NCCC)C=2N=1)CC, predict the reaction product. The product is: [CH3:22][O:23][CH2:24][CH2:25][NH:26][C:2]1[N:3]=[C:4]([NH:18][CH2:19][CH2:20][CH3:21])[C:5]2[N:6]=[C:7]([NH:16][CH3:17])[N:8]=[C:9]([NH:12][CH2:13][CH2:14][CH3:15])[C:10]=2[N:11]=1. (2) Given the reactants [CH3:1][C:2]1([CH3:24])[O:6][C@H:5]2[C@H:7]([N:14]3[C:18]4[N:19]=[CH:20][N:21]=[C:22]([CH3:23])[C:17]=4[CH:16]=[CH:15]3)[O:8][C@@H:9]([C@H:10]([OH:13])CO)[C@H:4]2[O:3]1.C1COCC1, predict the reaction product. The product is: [CH3:1][C:2]1([CH3:24])[O:6][C@H:5]2[C@H:7]([N:14]3[C:18]4[N:19]=[CH:20][N:21]=[C:22]([CH3:23])[C:17]=4[CH:16]=[CH:15]3)[O:8][C@@H:9]([CH:10]=[O:13])[C@H:4]2[O:3]1. (3) Given the reactants BrC1C=C2C(=CC=1)[N:8]=[CH:7][N:6]=[C:5]2[O:12][CH2:13][CH3:14].C1([CH:21]([C:25]2[CH:30]=[CH:29][CH:28]=[CH:27][CH:26]=2)CCP)C=CC=CC=1.C(N(CC)CC)C.[C]=[O:39].C([SiH](CCCCCC)CCCCCC)CCCCC, predict the reaction product. The product is: [CH2:13]([O:12][C:5]1[C:27]2[C:28](=[CH:29][CH:30]=[C:25]([CH:21]=[O:39])[CH:26]=2)[N:8]=[CH:7][N:6]=1)[CH3:14]. (4) Given the reactants [Cl:1][C:2]1[CH:7]=[CH:6][C:5]([C:8]2[S:16][C:15]3[C:14](=[O:17])[N:13]([C:18]4[CH:23]=[CH:22][C:21]([OH:24])=[C:20]([O:25][CH3:26])[CH:19]=4)[CH:12]=[N:11][C:10]=3[CH:9]=2)=[CH:4][CH:3]=1.C1(C)C=CC(S(O[CH2:37][CH2:38][N:39]([CH3:47])[C:40]2[CH:45]=[CH:44][C:43]([Cl:46])=[CH:42][CH:41]=2)(=O)=O)=CC=1.C(=O)([O-])[O-].[Cs+].[Cs+].O.C(O)C, predict the reaction product. The product is: [Cl:46][C:43]1[CH:44]=[CH:45][C:40]([N:39]([CH3:47])[CH2:38][CH2:37][O:24][C:21]2[CH:22]=[CH:23][C:18]([N:13]3[C:14](=[O:17])[C:15]4[S:16][C:8]([C:5]5[CH:4]=[CH:3][C:2]([Cl:1])=[CH:7][CH:6]=5)=[CH:9][C:10]=4[N:11]=[CH:12]3)=[CH:19][C:20]=2[O:25][CH3:26])=[CH:41][CH:42]=1. (5) Given the reactants [CH2:1]([C:3]1[C:7]([C:8]([N:10]2[CH2:16][CH2:15][CH2:14][N:13]([CH2:17][CH2:18][OH:19])[CH2:12][CH2:11]2)=[O:9])=[C:6]([CH2:20][CH3:21])[N:5]([C:22]2[CH:27]=[CH:26][CH:25]=[C:24]([C:28]#[C:29][CH2:30][CH2:31][CH2:32][CH3:33])[CH:23]=2)[N:4]=1)[CH3:2], predict the reaction product. The product is: [CH2:1]([C:3]1[C:7]([C:8]([N:10]2[CH2:16][CH2:15][CH2:14][N:13]([CH2:17][CH2:18][OH:19])[CH2:12][CH2:11]2)=[O:9])=[C:6]([CH2:20][CH3:21])[N:5]([C:22]2[CH:27]=[CH:26][CH:25]=[C:24]([CH2:28][CH2:29][CH2:30][CH2:31][CH2:32][CH3:33])[CH:23]=2)[N:4]=1)[CH3:2]. (6) Given the reactants [F:1][C:2]1[CH:3]=[C:4]([N:9]2[CH2:13][C@H:12]([CH2:14][N:15]3[CH:19]=[C:18]([CH2:20]O)[N:17]=[N:16]3)[O:11][C:10]2=[O:22])[CH:5]=[CH:6][C:7]=1[I:8].C(Br)(Br)(Br)[Br:24].C1(P(C2C=CC=CC=2)C2C=CC=CC=2)C=CC=CC=1, predict the reaction product. The product is: [F:1][C:2]1[CH:3]=[C:4]([N:9]2[CH2:13][C@H:12]([CH2:14][N:15]3[CH:19]=[C:18]([CH2:20][Br:24])[N:17]=[N:16]3)[O:11][C:10]2=[O:22])[CH:5]=[CH:6][C:7]=1[I:8].